This data is from Forward reaction prediction with 1.9M reactions from USPTO patents (1976-2016). The task is: Predict the product of the given reaction. The product is: [ClH:6].[ClH:6].[CH2:7]([N:14]1[C:22]2[C:21]([N:23]3[CH2:32][CH2:31][C:30]4[C:25](=[CH:26][CH:27]=[CH:28][CH:29]=4)[CH2:24]3)=[CH:20][N:19]=[CH:18][C:17]=2[C:16]([C:1]#[N:2])=[C:15]1[CH3:33])[C:8]1[CH:9]=[CH:10][CH:11]=[CH:12][CH:13]=1. Given the reactants [CH3:1][NH:2]C.C=O.[ClH:6].[CH2:7]([N:14]1[C:22]2[C:21]([N:23]3[CH2:32][CH2:31][C:30]4[C:25](=[CH:26][CH:27]=[CH:28][CH:29]=4)[CH2:24]3)=[CH:20][N:19]=[CH:18][C:17]=2[CH:16]=[C:15]1[CH3:33])[C:8]1[CH:13]=[CH:12][CH:11]=[CH:10][CH:9]=1.IC.[C-]#N.[Na+], predict the reaction product.